Dataset: Full USPTO retrosynthesis dataset with 1.9M reactions from patents (1976-2016). Task: Predict the reactants needed to synthesize the given product. (1) Given the product [NH2:9][C:8]1[CH:7]=[CH:6][C:5]([CH2:12][C:13]([N:15]2[CH2:19][CH2:18][CH2:17][CH2:16]2)=[O:14])=[CH:4][C:3]=1[O:2][CH3:1], predict the reactants needed to synthesize it. The reactants are: [CH3:1][O:2][C:3]1[CH:4]=[C:5]([CH2:12][C:13]([N:15]2[CH2:19][CH2:18][CH2:17][CH2:16]2)=[O:14])[CH:6]=[CH:7][C:8]=1[N+:9]([O-])=O. (2) Given the product [NH2:8][C:6]1[C:5]([OH:11])=[CH:4][CH:3]=[C:2]([CH3:1])[N:7]=1, predict the reactants needed to synthesize it. The reactants are: [CH3:1][C:2]1[N:7]=[C:6]([N+:8]([O-])=O)[C:5]([OH:11])=[CH:4][CH:3]=1. (3) Given the product [NH2:1][C:2]1[N:7]=[C:6]([N:22]2[CH:23]=[CH:24][C:20]([CH3:19])=[N:21]2)[C:5]([C:9]#[N:10])=[C:4]([S:11][CH3:12])[N:3]=1, predict the reactants needed to synthesize it. The reactants are: [NH2:1][C:2]1[N:7]=[C:6](Br)[C:5]([C:9]#[N:10])=[C:4]([S:11][CH3:12])[N:3]=1.C(=O)([O-])[O-].[Cs+].[Cs+].[CH3:19][C:20]1[CH:24]=[CH:23][NH:22][N:21]=1.